Dataset: Catalyst prediction with 721,799 reactions and 888 catalyst types from USPTO. Task: Predict which catalyst facilitates the given reaction. (1) Reactant: [NH2:1][C:2]1[CH:7]=[CH:6][CH:5]=[CH:4][CH:3]=1.Br[CH2:9][C:10]1[CH:19]=[CH:18][C:17]2[C:12](=[CH:13][CH:14]=[CH:15][CH:16]=2)[C:11]=1[B:20]1[O:24][C:23]([CH3:26])([CH3:25])[C:22]([CH3:28])([CH3:27])[O:21]1.C([O-])([O-])=O.[K+].[K+].O. Product: [CH3:25][C:23]1([CH3:26])[C:22]([CH3:27])([CH3:28])[O:21][B:20]([C:11]2[C:12]3[C:17](=[CH:16][CH:15]=[CH:14][CH:13]=3)[CH:18]=[CH:19][C:10]=2[CH2:9][NH:1][C:2]2[CH:7]=[CH:6][CH:5]=[CH:4][CH:3]=2)[O:24]1. The catalyst class is: 3. (2) Reactant: C([O:3][C:4](=[O:24])[CH2:5][CH:6]1[O:10][B:9]([OH:11])[C:8]2[CH:12]=[C:13]([O:17][C:18]3[CH:23]=[N:22][CH:21]=[CH:20][N:19]=3)[CH:14]=[C:15]([F:16])[C:7]1=2)C.[OH-].[Li+].Cl. Product: [F:16][C:15]1[C:7]2[CH:6]([CH2:5][C:4]([OH:24])=[O:3])[O:10][B:9]([OH:11])[C:8]=2[CH:12]=[C:13]([O:17][C:18]2[CH:23]=[N:22][CH:21]=[CH:20][N:19]=2)[CH:14]=1. The catalyst class is: 20. (3) Reactant: [CH3:1][C@H:2]([O:6][C:7]1[NH:8][C:9]([NH2:18])=[C:10]2[C:14]([N:15]=1)=[N:13][C:12]([O:16][CH3:17])=[N:11]2)[CH2:3][CH2:4][CH3:5].C(=O)([O-])[O-].[K+].[K+].Br[CH2:26][CH2:27][CH2:28][CH2:29][Cl:30]. Product: [Cl:30][CH2:29][CH2:28][CH2:27][CH2:26][N:13]1[C:12]([O:16][CH3:17])=[N:11][C:10]2[C:14]1=[N:15][C:7]([O:6][C@@H:2]([CH3:1])[CH2:3][CH2:4][CH3:5])=[N:8][C:9]=2[NH2:18]. The catalyst class is: 3. (4) Reactant: Cl.Cl.[NH:3]1[C:11]2[C:6](=[CH:7][C:8]([C:12]3[C:20]4[C:15](=[N:16][CH:17]=[N:18][C:19]=4[NH2:21])[N:14]([CH3:22])[N:13]=3)=[CH:9][CH:10]=2)[CH2:5][CH2:4]1.[Cl:23][C:24]1[CH:29]=[CH:28][CH:27]=[CH:26][C:25]=1[CH2:30][C:31](O)=[O:32].CN(C(ON1N=NC2C=CC=NC1=2)=[N+](C)C)C.F[P-](F)(F)(F)(F)F.CCN(C(C)C)C(C)C. Product: [Cl:23][C:24]1[CH:29]=[CH:28][CH:27]=[CH:26][C:25]=1[CH2:30][C:31]([N:3]1[C:11]2[C:6](=[CH:7][C:8]([C:12]3[C:20]4[C:15](=[N:16][CH:17]=[N:18][C:19]=4[NH2:21])[N:14]([CH3:22])[N:13]=3)=[CH:9][CH:10]=2)[CH2:5][CH2:4]1)=[O:32]. The catalyst class is: 18. (5) Reactant: C([O-])=O.[NH4+].I[C:6]1[CH:11]=[CH:10][C:9]([N:12]2[CH:16]=[C:15]([NH:17][C:18]([NH2:20])=[O:19])[C:14]([C:21]([NH2:23])=[O:22])=[N:13]2)=[C:8]([CH3:24])[CH:7]=1. Product: [C:8]1([CH3:24])[CH:7]=[CH:6][CH:11]=[CH:10][C:9]=1[N:12]1[CH:16]=[C:15]([NH:17][C:18]([NH2:20])=[O:19])[C:14]([C:21]([NH2:23])=[O:22])=[N:13]1. The catalyst class is: 29. (6) Reactant: [Cl:1][C:2]1[C:7]([CH:8](OC)[O:9]C)=[C:6]([O:13][CH:14]([F:16])[F:15])[CH:5]=[CH:4][C:3]=1[F:17]. Product: [Cl:1][C:2]1[C:3]([F:17])=[CH:4][CH:5]=[C:6]([O:13][CH:14]([F:16])[F:15])[C:7]=1[CH:8]=[O:9]. The catalyst class is: 95. (7) Reactant: Cl.Cl.[NH2:3][C:4]1[CH:12]=[CH:11][C:10]([O:13][CH2:14][CH2:15][CH2:16][N:17]2[CH2:22][CH2:21][CH2:20][CH2:19][CH2:18]2)=[CH:9][C:5]=1[C:6]([OH:8])=[O:7].[NH2:23][CH2:24][C:25]([NH:27][CH:28]([CH3:30])[CH3:29])=[O:26].C(N(CC)CC)C.C(Cl)CCl.C1C=CC2N(O)N=NC=2C=1. Product: [NH4+:3].[OH-:7].[NH2:3][C:4]1[CH:12]=[CH:11][C:10]([O:13][CH2:14][CH2:15][CH2:16][N:17]2[CH2:22][CH2:21][CH2:20][CH2:19][CH2:18]2)=[CH:9][C:5]=1[C:6]([NH:23][CH2:24][C:25](=[O:26])[NH:27][CH:28]([CH3:30])[CH3:29])=[O:8]. The catalyst class is: 121.